This data is from Forward reaction prediction with 1.9M reactions from USPTO patents (1976-2016). The task is: Predict the product of the given reaction. (1) Given the reactants [CH2:1]([NH:13][C:14]1[C:15]([C:20]2[CH:25]=[CH:24][C:23]([C:26]3[C:27]([NH:32][CH2:33][CH2:34][CH2:35][CH2:36][CH2:37][CH2:38][CH2:39][CH2:40][CH2:41][CH2:42][CH2:43][CH3:44])=[CH:28][CH:29]=[CH:30][CH:31]=3)=[CH:22][CH:21]=2)=[CH:16][CH:17]=[CH:18][CH:19]=1)[CH2:2][CH2:3][CH2:4][CH2:5][CH2:6][CH2:7][CH2:8][CH2:9][CH2:10][CH2:11][CH3:12].C([O-])(=O)C.C([O-])(=O)C.C1([IH+])C=CC=CC=1.C1([IH+])C=CC=CC=1, predict the reaction product. The product is: [CH2:33]([N:32]1[C:22]2[C:23](=[CH:24][C:25]3[N:13]([CH2:1][CH2:2][CH2:3][CH2:4][CH2:5][CH2:6][CH2:7][CH2:8][CH2:9][CH2:10][CH2:11][CH3:12])[C:14]4[C:15]([C:20]=3[CH:21]=2)=[CH:16][CH:17]=[CH:18][CH:19]=4)[C:26]2[C:27]1=[CH:28][CH:29]=[CH:30][CH:31]=2)[CH2:34][CH2:35][CH2:36][CH2:37][CH2:38][CH2:39][CH2:40][CH2:41][CH2:42][CH2:43][CH3:44]. (2) Given the reactants [CH3:1][C@@:2]12[C:8]([CH3:10])([CH3:9])[C@@H:5]([CH2:6][CH2:7]1)[C:4](=O)[C:3]2=O.COP([CH2:19][C:20](=O)[C:21]1[CH:26]=[CH:25][CH:24]=[CH:23][C:22]=1[CH3:27])(=O)OC.O.[NH2:30][NH2:31], predict the reaction product. The product is: [CH3:1][C@@:2]12[C:8]([CH3:10])([CH3:9])[C@@H:5]([CH2:6][CH2:7]1)[C:4]1[C:3]2=[N:30][N:31]=[C:20]([C:21]2[CH:26]=[CH:25][CH:24]=[CH:23][C:22]=2[CH3:27])[CH:19]=1. (3) The product is: [Cl:24][C:7]1[CH:6]=[CH:5][C:4]([C:1]([OH:3])([CH3:27])[CH3:2])=[CH:9][C:8]=1[NH:10][S:11]([C:14]1[CH:19]=[CH:18][C:17]([O:20][CH3:21])=[C:16]([O:22][CH3:23])[CH:15]=1)(=[O:13])=[O:12]. Given the reactants [C:1]([C:4]1[CH:5]=[CH:6][C:7]([Cl:24])=[C:8]([NH:10][S:11]([C:14]2[CH:19]=[CH:18][C:17]([O:20][CH3:21])=[C:16]([O:22][CH3:23])[CH:15]=2)(=[O:13])=[O:12])[CH:9]=1)(=[O:3])[CH3:2].C[Li].[CH3:27]COCC, predict the reaction product.